From a dataset of Reaction yield outcomes from USPTO patents with 853,638 reactions. Predict the reaction yield, written as a fraction of the theoretical maximum amount of product (1.0 means a 100% yield; for example, 0.34 means a 34% yield). (1) The reactants are [CH3:1][O:2][C:3]1[CH:8]=[CH:7][C:6]([CH2:9][C:10]#[N:11])=[CH:5][CH:4]=1.[C:12]1(=[O:18])[CH2:17][CH2:16][CH2:15][CH2:14][CH2:13]1.N12CCCN=C1CCCCC2.Cl. The catalyst is CCCCCC.C(OCC)(=O)C. The product is [C:10]([CH:9]([C:6]1[CH:7]=[CH:8][C:3]([O:2][CH3:1])=[CH:4][CH:5]=1)[C:12]1([OH:18])[CH2:17][CH2:16][CH2:15][CH2:14][CH2:13]1)#[N:11]. The yield is 0.700. (2) The reactants are [C:1]([N:4]1[C@@H:10]([CH3:11])[C@H:9]([NH:12][C:13](=[O:25])[C@@H:14]([N:16]([CH3:24])[C:17](=[O:23])[O:18][C:19]([CH3:22])([CH3:21])[CH3:20])[CH3:15])[C:8](=[O:26])[NH:7][C:6]2[CH:27]=[CH:28][CH:29]=[CH:30][C:5]1=2)(=[O:3])[CH3:2].CS(O[CH2:36][C:37]1[C:46]2[C:41](=[CH:42][CH:43]=[CH:44][CH:45]=2)[N:40]=[CH:39][C:38]=1[CH:47]1[CH2:49][CH2:48]1)(=O)=O.C(=O)([O-])[O-].[Cs+].[Cs+].[I-].[Na+]. The catalyst is CN(C=O)C.CCOC(C)=O. The product is [C:1]([N:4]1[C@@H:10]([CH3:11])[C@H:9]([NH:12][C:13](=[O:25])[C@@H:14]([N:16]([CH3:24])[C:17](=[O:23])[O:18][C:19]([CH3:22])([CH3:21])[CH3:20])[CH3:15])[C:8](=[O:26])[N:7]([CH2:36][C:37]2[C:46]3[C:41](=[CH:42][CH:43]=[CH:44][CH:45]=3)[N:40]=[CH:39][C:38]=2[CH:47]2[CH2:48][CH2:49]2)[C:6]2[CH:27]=[CH:28][CH:29]=[CH:30][C:5]1=2)(=[O:3])[CH3:2]. The yield is 0.450. (3) The reactants are C[O:2][C:3](=[O:16])[C:4]1[C:9]([O:10][CH:11]2[CH2:14][O:13][CH2:12]2)=[CH:8][C:7]([Cl:15])=[N:6][CH:5]=1.O[Li].O. The catalyst is C1COCC1.O. The product is [Cl:15][C:7]1[CH:8]=[C:9]([O:10][CH:11]2[CH2:12][O:13][CH2:14]2)[C:4]([C:3]([OH:16])=[O:2])=[CH:5][N:6]=1. The yield is 0.910. (4) The reactants are [Cl:1][C:2]1[CH:3]=[C:4]([NH2:20])[CH:5]=[C:6]([Cl:19])[C:7]=1[O:8][C:9]1[S:10][C:11]2[CH:17]=[C:16]([Cl:18])[CH:15]=[CH:14][C:12]=2[N:13]=1.[Cl:21][C:22]1[CH:27]=[C:26]([Cl:28])[CH:25]=[CH:24][C:23]=1[S:29](Cl)(=[O:31])=[O:30].O.Cl. The catalyst is N1C=CC=CC=1. The product is [Cl:21][C:22]1[CH:27]=[C:26]([Cl:28])[CH:25]=[CH:24][C:23]=1[S:29]([NH:20][C:4]1[CH:3]=[C:2]([Cl:1])[C:7]([O:8][C:9]2[S:10][C:11]3[CH:17]=[C:16]([Cl:18])[CH:15]=[CH:14][C:12]=3[N:13]=2)=[C:6]([Cl:19])[CH:5]=1)(=[O:31])=[O:30]. The yield is 0.460. (5) The reactants are [F:1][C:2]1[CH:3]=[C:4]([S:9]([C:12]2[CH:13]=[CH:14][C:15]([N+:20]([O-])=O)=[C:16]([CH:19]=2)[C:17]#[N:18])(=[O:11])=[O:10])[CH:5]=[C:6]([F:8])[CH:7]=1.O.[NH2:24]N. The catalyst is C(O)C. The product is [F:1][C:2]1[CH:3]=[C:4]([S:9]([C:12]2[CH:19]=[C:16]3[C:15](=[CH:14][CH:13]=2)[NH:20][N:18]=[C:17]3[NH2:24])(=[O:11])=[O:10])[CH:5]=[C:6]([F:8])[CH:7]=1. The yield is 0.730. (6) The reactants are [F:1][C:2]([F:26])([F:25])[C:3]1[CH:4]=[C:5]([C:21]([F:24])([F:23])[F:22])[C:6]2[CH:7]=[CH:8][C:9]3[N:10]([CH:13]=[C:14]([C:16]([O:18]CC)=O)[N:15]=3)[C:11]=2[N:12]=1.[NH2:27][NH2:28]. The catalyst is C(O)C. The product is [F:25][C:2]([F:1])([F:26])[C:3]1[CH:4]=[C:5]([C:21]([F:22])([F:24])[F:23])[C:6]2[CH:7]=[CH:8][C:9]3[N:10]([CH:13]=[C:14]([C:16]([NH:27][NH2:28])=[O:18])[N:15]=3)[C:11]=2[N:12]=1. The yield is 0.820. (7) The reactants are [O:1]1[C:6]2[CH:7]=[CH:8][C:9]([C:11]([OH:13])=[O:12])=[CH:10][C:5]=2[O:4][CH2:3][CH2:2]1.[CH:14]([Li])(CC)C.C1CCCCC1.IC. The catalyst is COCCOC. The product is [CH3:14][C:10]1[C:5]2[O:4][CH2:3][CH2:2][O:1][C:6]=2[CH:7]=[CH:8][C:9]=1[C:11]([OH:13])=[O:12]. The yield is 0.340. (8) The reactants are [N:1]([CH:4]1[CH:9](O)[CH2:8][CH2:7][N:6]([C:11]([O:13][CH2:14][C:15]2[CH:20]=[CH:19][CH:18]=[CH:17][CH:16]=2)=[O:12])[CH2:5]1)=[N+]=[N-].N(C1CCN(C(OCC2C=CC=CC=2)=O)CC1O)=[N+]=[N-].C1C=CC(P(C2C=CC=CC=2)C2C=CC=CC=2)=CC=1. The catalyst is O1CCOCC1. The product is [CH:4]12[NH:1][CH:9]1[CH2:8][CH2:7][N:6]([C:11]([O:13][CH2:14][C:15]1[CH:20]=[CH:19][CH:18]=[CH:17][CH:16]=1)=[O:12])[CH2:5]2. The yield is 0.250.